Regression. Given two drug SMILES strings and cell line genomic features, predict the synergy score measuring deviation from expected non-interaction effect. From a dataset of NCI-60 drug combinations with 297,098 pairs across 59 cell lines. (1) Drug 1: CC1=C2C(C(=O)C3(C(CC4C(C3C(C(C2(C)C)(CC1OC(=O)C(C(C5=CC=CC=C5)NC(=O)C6=CC=CC=C6)O)O)OC(=O)C7=CC=CC=C7)(CO4)OC(=O)C)O)C)OC(=O)C. Drug 2: C1CC(=O)NC(=O)C1N2C(=O)C3=CC=CC=C3C2=O. Cell line: OVCAR-5. Synergy scores: CSS=60.1, Synergy_ZIP=0.209, Synergy_Bliss=3.44, Synergy_Loewe=-50.4, Synergy_HSA=3.37. (2) Cell line: SF-268. Drug 2: COCCOC1=C(C=C2C(=C1)C(=NC=N2)NC3=CC=CC(=C3)C#C)OCCOC.Cl. Drug 1: CCC1(CC2CC(C3=C(CCN(C2)C1)C4=CC=CC=C4N3)(C5=C(C=C6C(=C5)C78CCN9C7C(C=CC9)(C(C(C8N6C)(C(=O)OC)O)OC(=O)C)CC)OC)C(=O)OC)O.OS(=O)(=O)O. Synergy scores: CSS=2.80, Synergy_ZIP=0.136, Synergy_Bliss=0.750, Synergy_Loewe=0.546, Synergy_HSA=-0.280.